Dataset: Peptide-MHC class I binding affinity with 185,985 pairs from IEDB/IMGT. Task: Regression. Given a peptide amino acid sequence and an MHC pseudo amino acid sequence, predict their binding affinity value. This is MHC class I binding data. The peptide sequence is ESAERLKAY. The MHC is HLA-A11:01 with pseudo-sequence HLA-A11:01. The binding affinity (normalized) is 0.0847.